From a dataset of Reaction yield outcomes from USPTO patents with 853,638 reactions. Predict the reaction yield, written as a fraction of the theoretical maximum amount of product (1.0 means a 100% yield; for example, 0.34 means a 34% yield). (1) The reactants are Cl.[NH2:2][C@@H:3]1[C:11]2[C:6](=[C:7]([C:12]3[S:16][C:15]([C:17]4[CH:18]=[CH:19][C:20]([O:25][CH:26]([CH3:28])[CH3:27])=[C:21]([CH:24]=4)[C:22]#[N:23])=[N:14][N:13]=3)[CH:8]=[CH:9][CH:10]=2)[CH2:5][CH2:4]1.[S:29](N)([NH2:32])(=[O:31])=[O:30]. The catalyst is O1CCOCC1. The product is [C:22]([C:21]1[CH:24]=[C:17]([C:15]2[S:16][C:12]([C:7]3[CH:8]=[CH:9][CH:10]=[C:11]4[C:6]=3[CH2:5][CH2:4][C@@H:3]4[NH:2][S:29]([NH2:32])(=[O:31])=[O:30])=[N:13][N:14]=2)[CH:18]=[CH:19][C:20]=1[O:25][CH:26]([CH3:28])[CH3:27])#[N:23]. The yield is 0.260. (2) The reactants are [CH3:1][C:2]1[N:7]=[N:6][C:5]([C:8]([O:10][CH3:11])=[O:9])=[CH:4][CH:3]=1.[Br:12]N1C(=O)CCC1=O.N(C(C)(C)C#N)=NC(C)(C)C#N. The catalyst is CN(C)C=O.O. The product is [Br:12][CH2:1][C:2]1[N:7]=[N:6][C:5]([C:8]([O:10][CH3:11])=[O:9])=[CH:4][CH:3]=1. The yield is 0.530. (3) The reactants are [Cl:1][C:2]1[CH:8]=[C:7](I)[C:5]([NH2:6])=[C:4]([F:10])[CH:3]=1.[C:11]([OH:16])(=[O:15])[C:12]([CH3:14])=O.C1N2CCN(CC2)C1. The catalyst is CN(C=O)C. The product is [Cl:1][C:2]1[CH:8]=[C:7]2[C:5](=[C:4]([F:10])[CH:3]=1)[NH:6][C:12]([C:11]([OH:16])=[O:15])=[CH:14]2. The yield is 0.850. (4) The reactants are [OH-].[Na+].C([O:7][C:8](=[O:29])[CH2:9][NH:10][C:11]1[N:12]=[C:13]([NH:27][CH3:28])[C:14]2[N:20]=[C:19]([NH:21][CH2:22][CH2:23][CH3:24])[N:18]=[C:17]([NH:25][CH3:26])[C:15]=2[N:16]=1)(C)(C)C.Cl. The catalyst is O1CCOCC1. The product is [CH3:28][NH:27][C:13]1[C:14]2[N:20]=[C:19]([NH:21][CH2:22][CH2:23][CH3:24])[N:18]=[C:17]([NH:25][CH3:26])[C:15]=2[N:16]=[C:11]([NH:10][CH2:9][C:8]([OH:29])=[O:7])[N:12]=1. The yield is 0.470.